From a dataset of HIV replication inhibition screening data with 41,000+ compounds from the AIDS Antiviral Screen. Binary Classification. Given a drug SMILES string, predict its activity (active/inactive) in a high-throughput screening assay against a specified biological target. (1) The compound is CCOC(=O)C(C#N)=Cc1ccc(N(CCC(=O)O)CCC(=O)O)c(I)c1. The result is 1 (active). (2) The compound is CC1CN=C(N(Cc2ccccc2)C(=O)Nc2ccc(Cl)c(Cl)c2)S1. The result is 0 (inactive). (3) The molecule is Cc1nc(N)c(-c2ccccc2)s1. The result is 0 (inactive). (4) The compound is Cc1ccc(S(=O)(=O)Nn2c(O)c(C#N)c(-c3ccccc3)c(C#N)c2=O)cc1. The result is 0 (inactive). (5) The compound is CC(OC(C)(C)C)C(NC(=O)C(CCCCNC(=O)OC(C)(C)C)NC(=O)C(Cc1c[nH]c2ccccc12)NC(=O)C(N)Cc1ccccc1)C(=O)NC(Cc1ccccc1)C(=O)NC1(C(=O)O)CCCC1. The result is 0 (inactive).